From a dataset of Catalyst prediction with 721,799 reactions and 888 catalyst types from USPTO. Predict which catalyst facilitates the given reaction. (1) Reactant: C[O:2][C:3]1[C:12]2[CH2:11][CH2:10][C:9]([CH3:14])([CH3:13])[CH2:8][C:7]=2[C:6]2[C:15]3[N:21]=[CH:20][N:19]=[C:18]([NH:22][CH2:23][CH2:24][CH2:25][N:26]4[CH2:30][CH2:29][CH2:28][C:27]4=[O:31])[C:16]=3[O:17][C:5]=2[N:4]=1.[OH-].[Na+]. Product: [CH3:13][C:9]1([CH3:14])[CH2:10][CH2:11][C:12]2[C:3](=[O:2])[NH:4][C:5]3[O:17][C:16]4[C:18]([NH:22][CH2:23][CH2:24][CH2:25][N:26]5[CH2:30][CH2:29][CH2:28][C:27]5=[O:31])=[N:19][CH:20]=[N:21][C:15]=4[C:6]=3[C:7]=2[CH2:8]1. The catalyst class is: 6. (2) Reactant: [Br:1][CH2:2][C:3]1[C:8]([C:9]2[C:14]([CH2:15][Br:16])=[CH:13][C:12]([O:17]C)=[CH:11][C:10]=2[O:19]C)=[C:7]([O:21]C)[CH:6]=[C:5]([O:23]C)[CH:4]=1.B(Br)(Br)Br. Product: [Br:1][CH2:2][C:3]1[CH:4]=[C:5]([OH:23])[CH:6]=[C:7]([OH:21])[C:8]=1[C:9]1[C:10]([OH:19])=[CH:11][C:12]([OH:17])=[CH:13][C:14]=1[CH2:15][Br:16]. The catalyst class is: 2. (3) Reactant: Cl[C:2]1[N:7]=[C:6]([O:8][C:9]2[C:18]3[C:13](=[CH:14][CH:15]=[CH:16][CH:17]=3)[C:12]([NH:19]C(=O)OC(C)(C)C)=[CH:11][CH:10]=2)[CH:5]=[CH:4][N:3]=1.C([N:29](CC)CC)C.COC1C=CC(CN)=CC=1. Product: [NH2:19][C:12]1[C:13]2[C:18](=[CH:17][CH:16]=[CH:15][CH:14]=2)[C:9]([O:8][C:6]2[CH:5]=[CH:4][N:3]=[C:2]([NH2:29])[N:7]=2)=[CH:10][CH:11]=1. The catalyst class is: 16. (4) Reactant: [Br:1][C:2]1[CH:7]=[CH:6][C:5]([OH:8])=[C:4]([C:9]2[O:10][C:11]3[CH:17]=[CH:16][C:15]([CH3:18])=[CH:14][C:12]=3[N:13]=2)[CH:3]=1.Br[CH:20]([CH3:22])[CH3:21].[H-].[Na+]. Product: [Br:1][C:2]1[CH:7]=[CH:6][C:5]([O:8][CH:20]([CH3:22])[CH3:21])=[C:4]([C:9]2[O:10][C:11]3[CH:17]=[CH:16][C:15]([CH3:18])=[CH:14][C:12]=3[N:13]=2)[CH:3]=1. The catalyst class is: 3. (5) Reactant: CB1N2CCC[C@@H]2C(C2C=CC=CC=2)(C2C=CC=CC=2)O1.C(N(CC)C1C=CC=CC=1)C.B.[Br:34][CH2:35][C:36]([C:38]1[CH:43]=[CH:42][C:41]([C:44]([F:47])([F:46])[F:45])=[C:40]([F:48])[CH:39]=1)=[O:37]. Product: [Br:34][CH2:35][C@@H:36]([C:38]1[CH:43]=[CH:42][C:41]([C:44]([F:45])([F:46])[F:47])=[C:40]([F:48])[CH:39]=1)[OH:37]. The catalyst class is: 237. (6) Reactant: [CH3:1][O:2][C:3](=[O:14])[C:4]1[CH:9]=[CH:8][C:7]([C:10](=[O:13])[CH2:11]Br)=[CH:6][CH:5]=1.[N-:15]=[N+:16]=[N-:17].[Na+]. Product: [CH3:1][O:2][C:3](=[O:14])[C:4]1[CH:9]=[CH:8][C:7]([C:10](=[O:13])[CH2:11][N:15]=[N+:16]=[N-:17])=[CH:6][CH:5]=1. The catalyst class is: 212. (7) Reactant: [C:1](OC(OC(C)(C)C)=O)(OC(C)(C)C)=[O:2].[Cl:16][C:17]1[CH:23]=[CH:22][CH:21]=[C:20]([F:24])[C:18]=1[NH2:19].Cl.Cl.C(OC([N:32]1[C:36]([NH:37][C:38](=[O:52])[C:39]2[CH:44]=[CH:43][C:42]([N:45]3[CH2:50][CH2:49][N:48]([CH3:51])[CH2:47][CH2:46]3)=[CH:41][CH:40]=2)=[C:35]2[CH2:53][NH:54][C:55]([CH3:57])([CH3:56])[C:34]2=[N:33]1)=O)C.C(N(CC)CC)C. Product: [Cl:16][C:17]1[CH:23]=[CH:22][CH:21]=[C:20]([F:24])[C:18]=1[NH:19][C:1]([N:54]1[CH2:53][C:35]2[C:34](=[N:33][NH:32][C:36]=2[NH:37][C:38](=[O:52])[C:39]2[CH:44]=[CH:43][C:42]([N:45]3[CH2:50][CH2:49][N:48]([CH3:51])[CH2:47][CH2:46]3)=[CH:41][CH:40]=2)[C:55]1([CH3:56])[CH3:57])=[O:2]. The catalyst class is: 172. (8) Reactant: [C:1]([NH:5][S:6]([CH2:9][CH2:10][N:11]1[C:16](=[O:17])[C:15]2([C:20](OCC)=[O:21])[CH2:18][CH2:19][CH:12]1[CH2:13][CH2:14]2)(=[O:8])=[O:7])([CH3:4])([CH3:3])[CH3:2].[BH4-].[Na+]. Product: [C:1]([NH:5][S:6]([CH2:9][CH2:10][N:11]1[C:16](=[O:17])[C:15]2([CH2:20][OH:21])[CH2:14][CH2:13][CH:12]1[CH2:19][CH2:18]2)(=[O:7])=[O:8])([CH3:4])([CH3:3])[CH3:2]. The catalyst class is: 8. (9) The catalyst class is: 10. Reactant: [NH:1]([C:3]([C:5]1[S:6][C:7]([C:19]2[C:28]3[C:23](=[CH:24][CH:25]=[CH:26][CH:27]=3)[C:22]([S:29]([NH:32][C@@H:33]([CH3:38])[C:34]([F:37])([F:36])[F:35])(=[O:31])=[O:30])=[CH:21][CH:20]=2)=[C:8]([C:10]([N:12]2[CH2:17][CH2:16][CH:15]([CH3:18])[CH2:14][CH2:13]2)=[O:11])[N:9]=1)=[O:4])[NH2:2].[NH2:39][C:40](=[O:44])[C:41](O)=[O:42].CN(C(ON1N=NC2C=CC=NC1=2)=[N+](C)C)C.F[P-](F)(F)(F)(F)F.O. Product: [CH3:18][CH:15]1[CH2:16][CH2:17][N:12]([C:10]([C:8]2[N:9]=[C:5]([C:3]([NH:1][NH:2][C:41](=[O:42])[C:40]([NH2:39])=[O:44])=[O:4])[S:6][C:7]=2[C:19]2[C:28]3[C:23](=[CH:24][CH:25]=[CH:26][CH:27]=3)[C:22]([S:29](=[O:31])(=[O:30])[NH:32][C@@H:33]([CH3:38])[C:34]([F:36])([F:35])[F:37])=[CH:21][CH:20]=2)=[O:11])[CH2:13][CH2:14]1.